Dataset: CYP1A2 inhibition data for predicting drug metabolism from PubChem BioAssay. Task: Regression/Classification. Given a drug SMILES string, predict its absorption, distribution, metabolism, or excretion properties. Task type varies by dataset: regression for continuous measurements (e.g., permeability, clearance, half-life) or binary classification for categorical outcomes (e.g., BBB penetration, CYP inhibition). Dataset: cyp1a2_veith. (1) The molecule is COc1ccc(C(=O)N2CCC[C@@]3(CCN(Cc4cc(C(F)(F)F)cc(C(F)(F)F)c4)C3)C2)cc1. The result is 0 (non-inhibitor). (2) The drug is Cc1ccc(N(C(=O)C(F)(F)F)C(C(=O)NC2CCCCC2)c2cccs2)cc1C. The result is 0 (non-inhibitor).